This data is from Forward reaction prediction with 1.9M reactions from USPTO patents (1976-2016). The task is: Predict the product of the given reaction. (1) The product is: [CH3:1][C:2]1[CH:7]=[CH:6][C:5]([S:8]([O:11][CH2:12][CH:13]2[CH2:17][C:16]3[CH:18]=[CH:19][CH:20]=[C:21](/[CH:30]=[CH:29]/[C:23]4[CH:28]=[CH:27][CH:26]=[CH:25][CH:24]=4)[C:15]=3[O:14]2)(=[O:10])=[O:9])=[CH:4][CH:3]=1. Given the reactants [CH3:1][C:2]1[CH:7]=[CH:6][C:5]([S:8]([O:11][CH2:12][CH:13]2[CH2:17][C:16]3[CH:18]=[CH:19][CH:20]=[C:21](Br)[C:15]=3[O:14]2)(=[O:10])=[O:9])=[CH:4][CH:3]=1.[C:23]1(/[CH:29]=[CH:30]/B(O)O)[CH:28]=[CH:27][CH:26]=[CH:25][CH:24]=1.C(=O)([O-])[O-].[K+].[K+], predict the reaction product. (2) Given the reactants [Si]([O:8][C:9]([C@@:11]1([CH2:65][F:66])[CH2:16][CH2:15][C:14]([C:17]2[C:18]([CH3:64])([CH3:63])[C@H:19]3[C@:32]([CH3:35])([CH2:33][CH:34]=2)[C@@H:31]2[C@:22]([CH3:62])([C@@:23]4([CH3:61])[C@H:28]([CH2:29][CH2:30]2)[C@H:27]2[C@H:36]([C:39]([CH3:41])=[CH2:40])[CH2:37][CH2:38][C@:26]2([NH:42][CH2:43][CH2:44][N:45]2[CH2:50][CH2:49][C:48]([C:56]([O:58][CH2:59][CH3:60])=[O:57])([C:51]([O:53][CH2:54][CH3:55])=[O:52])[CH2:47][CH2:46]2)[CH2:25][CH2:24]4)[CH2:21][CH2:20]3)=[CH:13][CH2:12]1)=[O:10])(C(C)(C)C)(C)C.CCCC[N+](CCCC)(CCCC)CCCC.[F-], predict the reaction product. The product is: [CH2:59]([O:58][C:56]([C:48]1([C:51]([O:53][CH2:54][CH3:55])=[O:52])[CH2:47][CH2:46][N:45]([CH2:44][CH2:43][NH:42][C@:26]23[CH2:38][CH2:37][C@@H:36]([C:39]([CH3:41])=[CH2:40])[C@@H:27]2[C@@H:28]2[C@@:23]([CH3:61])([CH2:24][CH2:25]3)[C@@:22]3([CH3:62])[C@@H:31]([C@:32]4([CH3:35])[C@@H:19]([CH2:20][CH2:21]3)[C:18]([CH3:64])([CH3:63])[C:17]([C:14]3[CH2:15][CH2:16][C@:11]([CH2:65][F:66])([C:9]([OH:10])=[O:8])[CH2:12][CH:13]=3)=[CH:34][CH2:33]4)[CH2:30][CH2:29]2)[CH2:50][CH2:49]1)=[O:57])[CH3:60]. (3) Given the reactants [N:1]1[CH:6]=[CH:5][C:4]([C:7](=O)[CH2:8][C:9]([O:11]CC)=O)=[CH:3][CH:2]=1.Cl.[CH3:16][C:17]1([CH3:24])[CH2:22][NH:21][C:20]([NH2:23])=[N:19][CH2:18]1.C(=O)([O-])[O-].[K+].[K+], predict the reaction product. The product is: [CH3:16][C:17]1([CH3:24])[CH2:22][N:21]2[C:9](=[O:11])[CH:8]=[C:7]([C:4]3[CH:3]=[CH:2][N:1]=[CH:6][CH:5]=3)[N:23]=[C:20]2[NH:19][CH2:18]1. (4) Given the reactants [H-].[H-].[H-].[H-].[Li+].[Al+3].[N:7]1[CH:12]=[CH:11][C:10]([CH2:13][CH2:14][CH2:15][CH:16]([C:22](OCC)=[O:23])[C:17](OCC)=[O:18])=[CH:9][CH:8]=1.[OH-].[Na+].[O-]S([O-])(=O)=O.[Na+].[Na+], predict the reaction product. The product is: [N:7]1[CH:12]=[CH:11][C:10]([CH2:13][CH2:14][CH2:15][CH:16]([CH2:17][OH:18])[CH2:22][OH:23])=[CH:9][CH:8]=1. (5) Given the reactants [Cl:1][C:2]1[CH:22]=[CH:21][CH:20]=[C:19]([C:23]([F:26])([F:25])[F:24])[C:3]=1[C:4]([N:6]1[C:14]2[C:9](=[CH:10][CH:11]=[C:12]([C:15]([O-:17])=[O:16])[CH:13]=2)[C:8]([I:18])=[N:7]1)=[O:5].[Li+].[OH-], predict the reaction product. The product is: [Cl:1][C:2]1[CH:22]=[CH:21][CH:20]=[C:19]([C:23]([F:24])([F:26])[F:25])[C:3]=1[C:4]([N:6]1[C:14]2[C:9](=[CH:10][CH:11]=[C:12]([C:15]([OH:17])=[O:16])[CH:13]=2)[C:8]([I:18])=[N:7]1)=[O:5]. (6) Given the reactants [CH3:1][NH2:2].CCO.FC(F)(F)C([N:10]1[CH2:19][CH2:18][C:17]2[C:12](=[CH:13][C:14]([S:20](Cl)(=[O:22])=[O:21])=[CH:15][CH:16]=2)[CH2:11]1)=O.C(=O)([O-])[O-].[Na+].[Na+], predict the reaction product. The product is: [CH3:1][NH:2][S:20]([C:14]1[CH:13]=[C:12]2[C:17]([CH2:18][CH2:19][NH:10][CH2:11]2)=[CH:16][CH:15]=1)(=[O:22])=[O:21].